From a dataset of Forward reaction prediction with 1.9M reactions from USPTO patents (1976-2016). Predict the product of the given reaction. (1) Given the reactants [Cl:1][C:2]1[N:7]=[C:6](Cl)[CH:5]=[CH:4][N:3]=1.[NH2:9][C:10]1[C:15]2CO[O:18][C:14]=2[CH:13]=[CH:12][CH:11]=1.C(N(CC)C(C)C)C.CN([CH:30]=[O:31])C, predict the reaction product. The product is: [O:18]1[C:14]2[CH:13]=[CH:12][CH:11]=[C:10]([NH:9][C:6]3[CH:5]=[CH:4][N:3]=[C:2]([Cl:1])[N:7]=3)[C:15]=2[O:31][CH2:30]1. (2) Given the reactants [Cl:1][C:2]1[CH:3]=[CH:4][C:5]([O:10][CH2:11][C:12]#[N:13])=[C:6]([CH:9]=1)[C:7]#[N:8].C(=O)([O-])[O-].[K+].[K+], predict the reaction product. The product is: [NH2:8][C:7]1[C:6]2[CH:9]=[C:2]([Cl:1])[CH:3]=[CH:4][C:5]=2[O:10][C:11]=1[C:12]#[N:13].